This data is from Forward reaction prediction with 1.9M reactions from USPTO patents (1976-2016). The task is: Predict the product of the given reaction. Given the reactants [Br:1][C:2]1[CH:3]=[C:4]([N+:10]([O-])=O)[C:5]([O:8][CH3:9])=[N:6][CH:7]=1.[NH4+].[Cl-], predict the reaction product. The product is: [Br:1][C:2]1[CH:3]=[C:4]([NH2:10])[C:5]([O:8][CH3:9])=[N:6][CH:7]=1.